From a dataset of Peptide-MHC class I binding affinity with 185,985 pairs from IEDB/IMGT. Regression. Given a peptide amino acid sequence and an MHC pseudo amino acid sequence, predict their binding affinity value. This is MHC class I binding data. The peptide sequence is WEITYLGTT. The MHC is HLA-A30:01 with pseudo-sequence HLA-A30:01. The binding affinity (normalized) is 0.0847.